This data is from Forward reaction prediction with 1.9M reactions from USPTO patents (1976-2016). The task is: Predict the product of the given reaction. (1) Given the reactants [CH2:1]([N:3]1[C:7]2=[N:8][C:9]([CH2:27][CH3:28])=[C:10]([CH2:19][NH:20][C:21](=[O:26])[CH2:22][C:23](O)=[O:24])[C:11]([NH:12][CH:13]3[CH2:18][CH2:17][O:16][CH2:15][CH2:14]3)=[C:6]2[CH:5]=[N:4]1)[CH3:2].[Br:29][C:30]1[CH:31]=[C:32]([CH2:36][NH2:37])[CH:33]=[CH:34][CH:35]=1.[Br:29][C:30]1[CH:31]=[C:32]([CH2:36][NH2:37])[CH:33]=[CH:34][CH:35]=1.CN(C(ON1N=NC2C=CC=CC1=2)=[N+](C)C)C.F[P-](F)(F)(F)(F)F, predict the reaction product. The product is: [Br:29][C:30]1[CH:31]=[C:32]([CH2:36][NH:37][C:23](=[O:24])[CH2:22][C:21]([NH:20][CH2:19][C:10]2[C:11]([NH:12][CH:13]3[CH2:14][CH2:15][O:16][CH2:17][CH2:18]3)=[C:6]3[CH:5]=[N:4][N:3]([CH2:1][CH3:2])[C:7]3=[N:8][C:9]=2[CH2:27][CH3:28])=[O:26])[CH:33]=[CH:34][CH:35]=1. (2) Given the reactants [F:1][C:2]1[CH:7]=[C:6]([CH2:8][OH:9])[CH:5]=[CH:4][N:3]=1.CC(OI1(OC(C)=O)(OC(C)=O)OC(=O)C2C=CC=CC1=2)=O.C(=O)([O-])O.[Na+], predict the reaction product. The product is: [F:1][C:2]1[CH:7]=[C:6]([CH:8]=[O:9])[CH:5]=[CH:4][N:3]=1. (3) Given the reactants I[C:2]1[CH:7]=[CH:6][C:5]([CH2:8][CH2:9][OH:10])=[C:4]([CH3:11])[CH:3]=1.[Cl:12][C:13]1[CH:18]=[CH:17][C:16]([C:19]2[CH:20]=[CH:21][C:22]([C:25]#[CH:26])=[N:23][CH:24]=2)=[CH:15][CH:14]=1.C(N(CC)CC)C, predict the reaction product. The product is: [Cl:12][C:13]1[CH:14]=[CH:15][C:16]([C:19]2[CH:20]=[CH:21][C:22]([C:25]#[C:26][C:2]3[CH:7]=[CH:6][C:5]([CH2:8][CH2:9][OH:10])=[C:4]([CH3:11])[CH:3]=3)=[N:23][CH:24]=2)=[CH:17][CH:18]=1. (4) Given the reactants [Br:1][C:2]1[CH:3]=[C:4]([OH:12])[CH:5]=[C:6]([S:8]([CH3:11])(=[O:10])=[O:9])[CH:7]=1.C(=O)([O-])[O-].[K+].[K+].[CH2:19]([O:21][C:22](=[O:47])[CH2:23][CH2:24][CH2:25][O:26][C:27]1[CH:32]=[CH:31][CH:30]=[C:29]([CH2:33][CH2:34][CH2:35][CH2:36][CH2:37][CH2:38]Br)[C:28]=1[CH2:40][CH2:41][C:42]([O:44][CH2:45][CH3:46])=[O:43])[CH3:20], predict the reaction product. The product is: [CH2:19]([O:21][C:22](=[O:47])[CH2:23][CH2:24][CH2:25][O:26][C:27]1[CH:32]=[CH:31][CH:30]=[C:29]([CH2:33][CH2:34][CH2:35][CH2:36][CH2:37][CH2:38][O:12][C:4]2[CH:5]=[C:6]([S:8]([CH3:11])(=[O:9])=[O:10])[CH:7]=[C:2]([Br:1])[CH:3]=2)[C:28]=1[CH2:40][CH2:41][C:42]([O:44][CH2:45][CH3:46])=[O:43])[CH3:20]. (5) Given the reactants [C:1]([O:7][CH2:8][N:9]1[CH:13]=[C:12]([C:14]2[CH:19]=[C:18]([O:20][C:21]3[C:22]([CH3:30])=[N:23][C:24]([N+:27]([O-])=O)=[CH:25][CH:26]=3)[CH:17]=[CH:16][N:15]=2)[N:11]=[N:10]1)(=[O:6])[C:2]([CH3:5])([CH3:4])[CH3:3], predict the reaction product. The product is: [C:1]([O:7][CH2:8][N:9]1[CH:13]=[C:12]([C:14]2[CH:19]=[C:18]([O:20][C:21]3[C:22]([CH3:30])=[N:23][C:24]([NH2:27])=[CH:25][CH:26]=3)[CH:17]=[CH:16][N:15]=2)[N:11]=[N:10]1)(=[O:6])[C:2]([CH3:5])([CH3:4])[CH3:3]. (6) Given the reactants Cl.Cl.[NH2:3][CH:4]([C:6]1[O:7][C:8](=[O:21])[C:9]2[C:14]([C:15]=1[C:16]1[CH:17]=[N:18][NH:19][CH:20]=1)=[CH:13][CH:12]=[CH:11][CH:10]=2)[CH3:5].[Cl:22][C:23]1[C:24]2[S:31][CH:30]=[CH:29][C:25]=2[N:26]=[CH:27][N:28]=1, predict the reaction product. The product is: [ClH:22].[NH:18]1[CH:17]=[C:16]([C:15]2[C:14]3[C:9](=[CH:10][CH:11]=[CH:12][CH:13]=3)[C:8](=[O:21])[O:7][C:6]=2[CH:4]([NH:3][C:23]2[C:24]3[S:31][CH:30]=[CH:29][C:25]=3[N:26]=[CH:27][N:28]=2)[CH3:5])[CH:20]=[N:19]1. (7) The product is: [Cl:1][C:2]1[CH:10]=[CH:9][C:8]2[N:7](/[CH:19]=[C:18](\[C:37]3[CH:36]=[CH:35][C:34]([Cl:33])=[CH:39][C:38]=3[Cl:40])/[CH3:22])[C:6]3[CH2:11][CH2:12][N:13]([CH3:16])[CH2:14][CH2:15][C:5]=3[C:4]=2[CH:3]=1. Given the reactants [Cl:1][C:2]1[CH:10]=[CH:9][C:8]2[NH:7][C:6]3[CH2:11][CH2:12][N:13]([CH3:16])[CH2:14][CH2:15][C:5]=3[C:4]=2[CH:3]=1.N1CC[CH2:22][C@H:18]1[C:19](O)=O.[O-]P([O-])([O-])=O.[K+].[K+].[K+].[Cl:33][C:34]1[CH:39]=[C:38]([Cl:40])[CH:37]=[CH:36][CH:35]=1, predict the reaction product. (8) Given the reactants [ClH:1].[N:2]12[CH2:9][CH2:8][CH:5]([CH2:6][CH2:7]1)[C@@H:4]([NH:10][C:11]([C:13]1[S:14][C:15]3[CH:22]=[C:21]([N+:23]([O-])=O)[CH:20]=[CH:19][C:16]=3[C:17]=1[Cl:18])=[O:12])[CH2:3]2, predict the reaction product. The product is: [ClH:18].[ClH:1].[N:2]12[CH2:7][CH2:6][CH:5]([CH2:8][CH2:9]1)[C@@H:4]([NH:10][C:11]([C:13]1[S:14][C:15]3[CH:22]=[C:21]([NH2:23])[CH:20]=[CH:19][C:16]=3[C:17]=1[Cl:18])=[O:12])[CH2:3]2. (9) The product is: [NH:2]([C:6]([C:8]([NH:10][C:11]1[CH:28]=[CH:27][C:14]([O:15][C@@H:16]2[CH2:21][CH2:20][C@H:19]([C:22]([O:24][CH2:25][CH3:26])=[O:23])[CH2:18][CH2:17]2)=[CH:13][C:12]=1[N+:29]([O-:31])=[O:30])=[O:9])=[O:7])[NH2:3]. Given the reactants O.[NH2:2][NH2:3].CO[C:6]([C:8]([NH:10][C:11]1[CH:28]=[CH:27][C:14]([O:15][C@@H:16]2[CH2:21][CH2:20][C@H:19]([C:22]([O:24][CH2:25][CH3:26])=[O:23])[CH2:18][CH2:17]2)=[CH:13][C:12]=1[N+:29]([O-:31])=[O:30])=[O:9])=[O:7], predict the reaction product. (10) Given the reactants [H-].[Na+].[I:3][C:4]1[CH:8]=[CH:7][NH:6][N:5]=1.Br[C:10]1[CH:15]=[CH:14][N:13]=[C:12]([N:16]([CH3:18])[CH3:17])[N:11]=1, predict the reaction product. The product is: [I:3][C:4]1[CH:8]=[CH:7][N:6]([C:10]2[CH:15]=[CH:14][N:13]=[C:12]([N:16]([CH3:18])[CH3:17])[N:11]=2)[N:5]=1.